This data is from Catalyst prediction with 721,799 reactions and 888 catalyst types from USPTO. The task is: Predict which catalyst facilitates the given reaction. (1) Reactant: I[C:2]1[C:10]2[C:5](=[CH:6][CH:7]=[C:8]([N:11]([S:19]([C:22]3[CH:27]=[CH:26][CH:25]=[CH:24][C:23]=3[S:28]([CH3:31])(=[O:30])=[O:29])(=[O:21])=[O:20])C(OC(C)(C)C)=O)[CH:9]=2)[N:4](C(OC(C)(C)C)=O)[N:3]=1.C(OC([N:46]1[C:54]2[C:49](=[CH:50][CH:51]=[CH:52][N:53]=2)[CH:48]=[C:47]1B(O)O)=O)(C)(C)C.C(=O)([O-])O.[Na+]. Product: [CH3:31][S:28]([C:23]1[CH:24]=[CH:25][CH:26]=[CH:27][C:22]=1[S:19]([NH:11][C:8]1[CH:9]=[C:10]2[C:5](=[CH:6][CH:7]=1)[NH:4][N:3]=[C:2]2[C:47]1[NH:46][C:54]2=[N:53][CH:52]=[CH:51][CH:50]=[C:49]2[CH:48]=1)(=[O:20])=[O:21])(=[O:30])=[O:29]. The catalyst class is: 9. (2) Reactant: [OH:1][CH2:2][CH2:3][C@@H:4]1[CH2:16][C:15]2[C:14]3[C:13]([O:17][CH:18]4[CH2:23][CH2:22][CH:21]([NH:24][C:25](=[O:31])[O:26][C:27]([CH3:30])([CH3:29])[CH3:28])[CH2:20][CH2:19]4)=[N:12][CH:11]=[N:10][C:9]=3[S:8][C:7]=2[CH2:6][CH2:5]1.C1C=C[NH+]=CC=1.C1C=C[NH+]=CC=1.[O-:44][Cr](O[Cr]([O-])(=O)=O)(=O)=O. Product: [C:27]([O:26][C:25]([NH:24][CH:21]1[CH2:20][CH2:19][CH:18]([O:17][C:13]2[C:14]3[C:15]4[CH2:16][C@@H:4]([CH2:3][C:2]([OH:44])=[O:1])[CH2:5][CH2:6][C:7]=4[S:8][C:9]=3[N:10]=[CH:11][N:12]=2)[CH2:23][CH2:22]1)=[O:31])([CH3:28])([CH3:30])[CH3:29]. The catalyst class is: 3.